This data is from Forward reaction prediction with 1.9M reactions from USPTO patents (1976-2016). The task is: Predict the product of the given reaction. (1) Given the reactants [BH4-].[Na+].[CH:3]([C:5]1([C:11]([O:13][CH3:14])=[O:12])[CH2:10][CH2:9][O:8][CH2:7][CH2:6]1)=[O:4], predict the reaction product. The product is: [OH:4][CH2:3][C:5]1([C:11]([O:13][CH3:14])=[O:12])[CH2:10][CH2:9][O:8][CH2:7][CH2:6]1. (2) Given the reactants [H-].[Na+].[NH:3]1[CH:7]=[C:6]([CH:8]=[O:9])[CH:5]=[N:4]1.Cl[CH2:11][C:12]1[C:13]([CH3:18])=[N:14][O:15][C:16]=1[CH3:17], predict the reaction product. The product is: [CH3:18][C:13]1[C:12]([CH2:11][N:3]2[CH:7]=[C:6]([CH:8]=[O:9])[CH:5]=[N:4]2)=[C:16]([CH3:17])[O:15][N:14]=1. (3) Given the reactants [OH-].[K+].[N:3]1[CH:8]=[CH:7][C:6]([CH:9]=[O:10])=[CH:5][CH:4]=1.[N+:11]([CH2:13][C:14]([N:16]1[CH2:21][CH2:20][N:19]([CH3:22])[CH2:18][CH2:17]1)=[O:15])#[C-:12], predict the reaction product. The product is: [N:3]1[CH:8]=[CH:7][C:6]([C@@H:9]2[O:10][CH:12]=[N:11][C@H:13]2[C:14]([N:16]2[CH2:17][CH2:18][N:19]([CH3:22])[CH2:20][CH2:21]2)=[O:15])=[CH:5][CH:4]=1. (4) Given the reactants CC([N:5]([C@H:9]([C:12]([NH:14][C:15]1[CH:16]=[N:17][C:18]([O:21][C:22]2[CH:27]=[CH:26][C:25]([CH3:28])=[C:24]([O:29][CH3:30])[CH:23]=2)=[CH:19][CH:20]=1)=[O:13])[CH2:10][CH3:11])C(=O)[O-])(C)C.C(O)(C(F)(F)F)=O, predict the reaction product. The product is: [NH2:5][C@@H:9]([CH2:10][CH3:11])[C:12]([NH:14][C:15]1[CH:16]=[N:17][C:18]([O:21][C:22]2[CH:27]=[CH:26][C:25]([CH3:28])=[C:24]([O:29][CH3:30])[CH:23]=2)=[CH:19][CH:20]=1)=[O:13]. (5) Given the reactants [Cl:1][C:2]1[CH:7]=[CH:6][C:5]([OH:8])=[C:4]([N+:9]([O-:11])=[O:10])[CH:3]=1.[C:12]([Si:16]([CH3:26])([CH3:25])[O:17][CH:18]1[CH2:23][CH2:22][CH:21](O)[CH2:20][CH2:19]1)([CH3:15])([CH3:14])[CH3:13].C1(P(C2C=CC=CC=2)C2C=CC=CC=2)C=CC=CC=1, predict the reaction product. The product is: [C:12]([Si:16]([O:17][CH:18]1[CH2:19][CH2:20][CH:21]([O:8][C:5]2[CH:6]=[CH:7][C:2]([Cl:1])=[CH:3][C:4]=2[N+:9]([O-:11])=[O:10])[CH2:22][CH2:23]1)([CH3:26])[CH3:25])([CH3:15])([CH3:13])[CH3:14]. (6) Given the reactants [C:1]([C:5]1([C:11]([OH:13])=O)[CH2:10][CH2:9][CH2:8][CH2:7][CH2:6]1)([CH3:4])([CH3:3])[CH3:2].S(Cl)(Cl)=O.[NH2:18][C:19]1[CH:27]=[CH:26][C:22]([CH2:23][C:24]#[N:25])=[CH:21][CH:20]=1.C(N(CC)CC)C, predict the reaction product. The product is: [C:1]([C:5]1([C:11]([NH:18][C:19]2[CH:27]=[CH:26][C:22]([CH2:23][C:24]#[N:25])=[CH:21][CH:20]=2)=[O:13])[CH2:6][CH2:7][CH2:8][CH2:9][CH2:10]1)([CH3:2])([CH3:3])[CH3:4].